Dataset: NCI-60 drug combinations with 297,098 pairs across 59 cell lines. Task: Regression. Given two drug SMILES strings and cell line genomic features, predict the synergy score measuring deviation from expected non-interaction effect. (1) Drug 1: C1=C(C(=O)NC(=O)N1)N(CCCl)CCCl. Drug 2: CCCS(=O)(=O)NC1=C(C(=C(C=C1)F)C(=O)C2=CNC3=C2C=C(C=N3)C4=CC=C(C=C4)Cl)F. Cell line: IGROV1. Synergy scores: CSS=23.8, Synergy_ZIP=-0.755, Synergy_Bliss=-1.01, Synergy_Loewe=-3.66, Synergy_HSA=-0.315. (2) Drug 1: C1=C(C(=O)NC(=O)N1)N(CCCl)CCCl. Drug 2: CC1CCC2CC(C(=CC=CC=CC(CC(C(=O)C(C(C(=CC(C(=O)CC(OC(=O)C3CCCCN3C(=O)C(=O)C1(O2)O)C(C)CC4CCC(C(C4)OC)OCCO)C)C)O)OC)C)C)C)OC. Cell line: IGROV1. Synergy scores: CSS=46.5, Synergy_ZIP=-0.654, Synergy_Bliss=-1.02, Synergy_Loewe=7.16, Synergy_HSA=8.49. (3) Drug 1: CC1C(C(CC(O1)OC2CC(CC3=C2C(=C4C(=C3O)C(=O)C5=C(C4=O)C(=CC=C5)OC)O)(C(=O)CO)O)N)O.Cl. Drug 2: CC1C(C(CC(O1)OC2CC(CC3=C2C(=C4C(=C3O)C(=O)C5=CC=CC=C5C4=O)O)(C(=O)C)O)N)O. Cell line: SN12C. Synergy scores: CSS=62.4, Synergy_ZIP=1.20, Synergy_Bliss=0.856, Synergy_Loewe=4.22, Synergy_HSA=5.80. (4) Cell line: HCT-15. Drug 2: B(C(CC(C)C)NC(=O)C(CC1=CC=CC=C1)NC(=O)C2=NC=CN=C2)(O)O. Drug 1: C1CCC(C(C1)N)N.C(=O)(C(=O)[O-])[O-].[Pt+4]. Synergy scores: CSS=84.8, Synergy_ZIP=-5.77, Synergy_Bliss=-8.67, Synergy_Loewe=-5.51, Synergy_HSA=-4.60. (5) Drug 1: CC1C(C(CC(O1)OC2CC(OC(C2O)C)OC3=CC4=CC5=C(C(=O)C(C(C5)C(C(=O)C(C(C)O)O)OC)OC6CC(C(C(O6)C)O)OC7CC(C(C(O7)C)O)OC8CC(C(C(O8)C)O)(C)O)C(=C4C(=C3C)O)O)O)O. Drug 2: COC1=NC(=NC2=C1N=CN2C3C(C(C(O3)CO)O)O)N. Cell line: CAKI-1. Synergy scores: CSS=35.1, Synergy_ZIP=0.0913, Synergy_Bliss=0.932, Synergy_Loewe=-26.5, Synergy_HSA=0.311. (6) Drug 1: CC1=C(C(CCC1)(C)C)C=CC(=CC=CC(=CC(=O)O)C)C. Drug 2: CC1C(C(CC(O1)OC2CC(OC(C2O)C)OC3=CC4=CC5=C(C(=O)C(C(C5)C(C(=O)C(C(C)O)O)OC)OC6CC(C(C(O6)C)O)OC7CC(C(C(O7)C)O)OC8CC(C(C(O8)C)O)(C)O)C(=C4C(=C3C)O)O)O)O. Cell line: NCI-H460. Synergy scores: CSS=37.5, Synergy_ZIP=11.2, Synergy_Bliss=9.94, Synergy_Loewe=-34.2, Synergy_HSA=8.72.